Predict the reaction yield, written as a fraction of the theoretical maximum amount of product (1.0 means a 100% yield; for example, 0.34 means a 34% yield). From a dataset of Reaction yield outcomes from USPTO patents with 853,638 reactions. The reactants are [O:1]1[CH2:6][CH:5]=[C:4](OS(C(F)(F)F)(=O)=O)[CH2:3][CH2:2]1.CC1(C)COB([C:22]2[CH:43]=[CH:42][C:25]3[C:26]4[N:30]([CH2:31][CH2:32][O:33][C:24]=3[CH:23]=2)[CH:29]=[C:28]([C:34]2[N:35]([CH:39]([CH3:41])[CH3:40])[N:36]=[CH:37][N:38]=2)[N:27]=4)OC1.C(=O)([O-])[O-].[Cs+].[Cs+].COCCOC. The catalyst is C(Cl)Cl.O. The product is [O:1]1[CH2:6][CH:5]=[C:4]([C:22]2[CH:43]=[CH:42][C:25]3[C:26]4[N:30]([CH2:31][CH2:32][O:33][C:24]=3[CH:23]=2)[CH:29]=[C:28]([C:34]2[N:35]([CH:39]([CH3:41])[CH3:40])[N:36]=[CH:37][N:38]=2)[N:27]=4)[CH2:3][CH2:2]1. The yield is 0.390.